Dataset: Catalyst prediction with 721,799 reactions and 888 catalyst types from USPTO. Task: Predict which catalyst facilitates the given reaction. (1) Reactant: [F:1][C:2]1[CH:23]=[CH:22][CH:21]=[C:20]([F:24])[C:3]=1[CH2:4][O:5][C:6]1[C:7]2[N:8]([C:13]([C:17]([OH:19])=O)=[C:14]([CH3:16])[N:15]=2)[CH:9]=[C:10]([CH3:12])[N:11]=1.[F:25][C:26]1[CH:27]=[C:28]([C:33]2([NH2:36])[CH2:35][CH2:34]2)[CH:29]=[CH:30][C:31]=1[F:32].C(N(CC)C(C)C)(C)C.CN(C(ON1N=NC2C=CC=NC1=2)=[N+](C)C)C.F[P-](F)(F)(F)(F)F. Product: [F:24][C:20]1[CH:21]=[CH:22][CH:23]=[C:2]([F:1])[C:3]=1[CH2:4][O:5][C:6]1[C:7]2[N:8]([C:13]([C:17]([NH:36][C:33]3([C:28]4[CH:29]=[CH:30][C:31]([F:32])=[C:26]([F:25])[CH:27]=4)[CH2:34][CH2:35]3)=[O:19])=[C:14]([CH3:16])[N:15]=2)[CH:9]=[C:10]([CH3:12])[N:11]=1. The catalyst class is: 3. (2) Reactant: CO[C:3](=[O:32])[C:4]1[CH:9]=[CH:8][C:7]([CH3:10])=[C:6]([N:11]2[C:16](=[O:17])[C:15]([Cl:18])=[C:14]([O:19][CH2:20][C:21]3[CH:26]=[CH:25][CH:24]=[C:23]([C:27]([F:30])([F:29])[F:28])[N:22]=3)[N:13]=[C:12]2[CH3:31])[CH:5]=1.[OH-].[Na+].[C:35](N1C=CN=C1)(N1C=CN=C1)=O.Cl.[CH3:48][N:49](C)[OH:50].C(N(CC)CC)C. Product: [Cl:18][C:15]1[C:16](=[O:17])[N:11]([C:6]2[CH:5]=[C:4]([CH:9]=[CH:8][C:7]=2[CH3:10])[C:3]([N:49]([O:50][CH3:35])[CH3:48])=[O:32])[C:12]([CH3:31])=[N:13][C:14]=1[O:19][CH2:20][C:21]1[CH:26]=[CH:25][CH:24]=[C:23]([C:27]([F:30])([F:28])[F:29])[N:22]=1. The catalyst class is: 7. (3) Reactant: [CH3:1][N:2]1[CH2:7][CH2:6][N:5]([C:8]2[CH:9]=[C:10]([C:14](=O)[CH2:15][C:16]#[N:17])[CH:11]=[CH:12][CH:13]=2)[CH2:4][CH2:3]1.[NH2:19][NH2:20]. Product: [CH3:1][N:2]1[CH2:7][CH2:6][N:5]([C:8]2[CH:9]=[C:10]([C:14]3[CH:15]=[C:16]([NH2:17])[NH:20][N:19]=3)[CH:11]=[CH:12][CH:13]=2)[CH2:4][CH2:3]1. The catalyst class is: 14. (4) Reactant: Br[C:2]1[CH:3]=[C:4]([C:9]2[O:10][C:11]([CH:14]3[CH2:16][CH2:15]3)=[N:12][N:13]=2)[C:5]([NH2:8])=[N:6][CH:7]=1.C([O-])([O-])=O.[K+].[K+].[CH3:23][N:24]1[C:32]2[C:27](=[CH:28][C:29](B(O)O)=[CH:30][CH:31]=2)[CH:26]=[CH:25]1. Product: [CH:14]1([C:11]2[O:10][C:9]([C:4]3[C:5]([NH2:8])=[N:6][CH:7]=[C:2]([C:29]4[CH:28]=[C:27]5[C:32](=[CH:31][CH:30]=4)[N:24]([CH3:23])[CH:25]=[CH:26]5)[CH:3]=3)=[N:13][N:12]=2)[CH2:16][CH2:15]1. The catalyst class is: 70. (5) Reactant: [CH3:1][C:2]1([C:8]#[N:9])[CH2:6][CH2:5][CH2:4][C:3]1=O.C([O-])(=O)C.[NH4+].C([BH3-])#[N:16].[Na+]. Product: [NH2:16][CH:3]1[CH2:4][CH2:5][CH2:6][C:2]1([CH3:1])[C:8]#[N:9]. The catalyst class is: 5. (6) Product: [Br:1][C:2]1[C:3]([F:19])=[CH:4][C:5]2[NH:16][C:11](=[O:12])[C:8]3([CH2:10][CH2:9]3)[O:7][C:6]=2[CH:15]=1. Reactant: [Br:1][C:2]1[C:3]([F:19])=[CH:4][C:5]([N+:16]([O-])=O)=[C:6]([CH:15]=1)[O:7][C:8]1([C:11](OC)=[O:12])[CH2:10][CH2:9]1. The catalyst class is: 409. (7) Reactant: [CH:1]([C:4]1[CH:13]=[CH:12][CH:11]=[C:10]2[C:5]=1[CH2:6][CH2:7][C:8]([NH2:17])([C:14]([OH:16])=[O:15])[CH2:9]2)([CH3:3])[CH3:2].C(N(CC)CC)C.[C:25](=O)([O:41]N1C(=O)CCC1=O)[O:26][CH2:27][CH:28]1[C:40]2[CH:39]=[CH:38][CH:37]=[CH:36][C:35]=2[C:34]2[C:29]1=[CH:30][CH:31]=[CH:32][CH:33]=2. Product: [C:25]([CH:9]1[C:10]2[C:5](=[C:4]([CH:1]([CH3:3])[CH3:2])[CH:13]=[CH:12][CH:11]=2)[CH2:6][CH2:7][C:8]1([NH2:17])[C:14]([OH:16])=[O:15])([O:26][CH2:27][CH:28]1[C:29]2[C:34](=[CH:33][CH:32]=[CH:31][CH:30]=2)[C:35]2[C:40]1=[CH:39][CH:38]=[CH:37][CH:36]=2)=[O:41]. The catalyst class is: 47. (8) Reactant: Cl.[NH:2]([C:4]1[CH:5]=[N:6][CH:7]=[CH:8][CH:9]=1)[NH2:3].C(=O)([O-])[O-].[K+].[K+].[CH:16](=O)[C:17]1[CH:22]=[CH:21][CH:20]=[CH:19][CH:18]=1.O. Product: [N:6]1[CH:7]=[CH:8][CH:9]=[C:4]([NH:2][N:3]=[CH:16][C:17]2[CH:22]=[CH:21][CH:20]=[CH:19][CH:18]=2)[CH:5]=1. The catalyst class is: 11. (9) Reactant: FC(F)(F)C(O)=O.[CH:8]1([C:14]2[C:15]3[CH:16]=[CH:17][C:18]([C:38]([O:40]C(C)(C)C)=[O:39])=[CH:19][C:20]=3[N:21]3[CH2:27][C:26]([C:28]([O:30][CH3:31])=[O:29])=[CH:25][C:24]4[CH:32]=[C:33]([O:36][CH3:37])[CH:34]=[CH:35][C:23]=4[C:22]=23)[CH2:13][CH2:12][CH2:11][CH2:10][CH2:9]1. Product: [CH:8]1([C:14]2[C:15]3[CH:16]=[CH:17][C:18]([C:38]([OH:40])=[O:39])=[CH:19][C:20]=3[N:21]3[CH2:27][C:26]([C:28]([O:30][CH3:31])=[O:29])=[CH:25][C:24]4[CH:32]=[C:33]([O:36][CH3:37])[CH:34]=[CH:35][C:23]=4[C:22]=23)[CH2:13][CH2:12][CH2:11][CH2:10][CH2:9]1. The catalyst class is: 68.